From a dataset of Reaction yield outcomes from USPTO patents with 853,638 reactions. Predict the reaction yield, written as a fraction of the theoretical maximum amount of product (1.0 means a 100% yield; for example, 0.34 means a 34% yield). (1) The reactants are Cl[C:2]1[N:3]=[CH:4][C:5]([C:8]([NH:10][C:11]2[NH:12][N:13]=[C:14]([O:16][CH2:17][C:18]3[CH:23]=[C:22]([O:24][CH3:25])[CH:21]=[C:20]([O:26][CH3:27])[CH:19]=3)[CH:15]=2)=[O:9])=[N:6][CH:7]=1.[CH2:28]1[NH:33][CH2:32][CH2:31][N:30]2[CH2:34][CH2:35][CH2:36][CH:29]12. The catalyst is CS(C)=O. The product is [CH2:28]1[CH:29]2[CH2:36][CH2:35][CH2:34][N:30]2[CH2:31][CH2:32][N:33]1[C:2]1[N:3]=[CH:4][C:5]([C:8]([NH:10][C:11]2[NH:12][N:13]=[C:14]([O:16][CH2:17][C:18]3[CH:23]=[C:22]([O:24][CH3:25])[CH:21]=[C:20]([O:26][CH3:27])[CH:19]=3)[CH:15]=2)=[O:9])=[N:6][CH:7]=1. The yield is 0.370. (2) The reactants are [NH2:1][C:2]1[C:3]([F:24])=[CH:4][C:5]([Cl:23])=[C:6]([C:8]2[C:9](=[O:22])[N:10]([CH2:20][CH3:21])[C:11]3[C:16]([CH:17]=2)=[CH:15][N:14]=[C:13]([NH:18][CH3:19])[CH:12]=3)[CH:7]=1.C([O-])(O)=O.[Na+].Cl[C:31]([O:33][C:34]([CH3:36])=[CH2:35])=[O:32]. The catalyst is CCOC(C)=O. The product is [Cl:23][C:5]1[C:6]([C:8]2[C:9](=[O:22])[N:10]([CH2:20][CH3:21])[C:11]3[C:16]([CH:17]=2)=[CH:15][N:14]=[C:13]([NH:18][CH3:19])[CH:12]=3)=[CH:7][C:2]([NH:1][C:31](=[O:32])[O:33][C:34]([CH3:36])=[CH2:35])=[C:3]([F:24])[CH:4]=1. The yield is 0.740. (3) The reactants are [C:1]1([C:7]([C:15]2[CH:20]=[CH:19][CH:18]=[CH:17][CH:16]=2)=[N:8][CH2:9][C:10]([O:12][CH2:13][CH3:14])=[O:11])[CH:6]=[CH:5][CH:4]=[CH:3][CH:2]=1.O.[OH-].[Cs+].Br[CH2:25][CH:26]=[C:27]1[CH2:32][CH2:31][O:30][CH2:29][CH2:28]1. The catalyst is [Cl-].C([N+](CC)(CC)CC)C1C=CC=CC=1.ClCCl. The product is [C:1]1([C:7](=[N:8][CH:9]([CH2:25][CH:26]=[C:27]2[CH2:32][CH2:31][O:30][CH2:29][CH2:28]2)[C:10]([O:12][CH2:13][CH3:14])=[O:11])[C:15]2[CH:20]=[CH:19][CH:18]=[CH:17][CH:16]=2)[CH:2]=[CH:3][CH:4]=[CH:5][CH:6]=1. The yield is 1.00. (4) The product is [F:20][C:14]1[CH:15]=[C:16]([F:19])[CH:17]=[CH:18][C:13]=1[CH:11]1[CH2:12][NH:8][CH2:9][CH:10]1[CH:21]([OH:23])[CH3:22]. The catalyst is C1COCC1. The reactants are C([N:8]1[CH2:12][CH:11]([C:13]2[CH:18]=[CH:17][C:16]([F:19])=[CH:15][C:14]=2[F:20])[CH:10]([C:21](=[O:23])[CH3:22])[CH2:9]1)C1C=CC=CC=1.[H-].[H-].[H-].[H-].[Li+].[Al+3]. The yield is 0.380. (5) The reactants are [OH-].[Na+].[CH2:3]([O:7][C:8]1[CH:13]=[C:12](/[CH:14]=[C:15](/[O:20][CH3:21])\[C:16]([O:18]C)=[O:17])[CH:11]=[CH:10][C:9]=1[C:22]1[CH:27]=[CH:26][CH:25]=[C:24]([N:28]([CH3:37])[C:29]([NH:31][CH2:32][CH2:33][CH2:34][CH2:35][CH3:36])=[O:30])[CH:23]=1)[CH2:4][CH2:5][CH3:6].Cl.O.O1CC[CH2:42][CH2:41]1. The catalyst is C(OCC)(=O)C. The product is [CH2:3]([O:7][C:8]1[CH:13]=[C:12](/[CH:14]=[C:15](/[O:20][CH3:21])\[C:16]([OH:18])=[O:17])[CH:11]=[CH:10][C:9]=1[C:22]1[CH:27]=[CH:26][CH:25]=[C:24]([N:28]([CH3:37])[C:29]([NH:31][CH2:32][CH2:33][CH2:34][CH2:35][CH2:36][CH2:41][CH3:42])=[O:30])[CH:23]=1)[CH2:4][CH2:5][CH3:6]. The yield is 0.900. (6) The reactants are P(Cl)(Cl)(Cl)=O.[NH2:6][C:7]1[C:8]([C:14]([NH2:16])=O)=[N:9][C:10]([I:13])=[CH:11][N:12]=1.O.[CH3:18][N:19]([CH3:22])[CH:20]=O. No catalyst specified. The product is [C:14]([C:8]1[C:7]([N:6]=[CH:18][N:19]([CH3:22])[CH3:20])=[N:12][CH:11]=[C:10]([I:13])[N:9]=1)#[N:16]. The yield is 0.840.